This data is from Catalyst prediction with 721,799 reactions and 888 catalyst types from USPTO. The task is: Predict which catalyst facilitates the given reaction. (1) Reactant: [C:1]([C:4]1[C:22](=[O:23])[C@@:8]2([CH3:24])[C:9]3[C:15]([OH:16])=[CH:14][C:13]([O:17][CH3:18])=[C:12]([C:19]([NH2:21])=[O:20])[C:10]=3[O:11][C:7]2=[CH:6][C:5]=1[OH:25])(=[O:3])[CH3:2].[F:26][C:27]1[CH:34]=[CH:33][CH:32]=[CH:31][C:28]=1[CH:29]=O.C([SiH](CC)CC)C.FC(F)(F)C(O)=O. Product: [C:1]([C:4]1[C:22](=[O:23])[C@@:8]2([CH3:24])[C:9]3[C:15]([OH:16])=[CH:14][C:13]([O:17][CH3:18])=[C:12]([C:19]([NH:21][CH2:29][C:28]4[CH:31]=[CH:32][CH:33]=[CH:34][C:27]=4[F:26])=[O:20])[C:10]=3[O:11][C:7]2=[CH:6][C:5]=1[OH:25])(=[O:3])[CH3:2]. The catalyst class is: 11. (2) Reactant: [CH2:1]([S:3]([CH2:6][CH2:7][C:8]12[CH2:15][CH2:14][C:11]([C:16]([OH:18])=O)([CH2:12][CH2:13]1)[CH2:10][CH2:9]2)(=[O:5])=[O:4])[CH3:2].C(Cl)(=O)C(Cl)=O.[CH3:25][NH2:26]. Product: [CH2:1]([S:3]([CH2:6][CH2:7][C:8]12[CH2:15][CH2:14][C:11]([C:16]([NH:26][CH3:25])=[O:18])([CH2:12][CH2:13]1)[CH2:10][CH2:9]2)(=[O:5])=[O:4])[CH3:2]. The catalyst class is: 59.